This data is from Peptide-MHC class II binding affinity with 134,281 pairs from IEDB. The task is: Regression. Given a peptide amino acid sequence and an MHC pseudo amino acid sequence, predict their binding affinity value. This is MHC class II binding data. The peptide sequence is PRFLWQPKRECHF. The MHC is DRB5_0101 with pseudo-sequence DRB5_0101. The binding affinity (normalized) is 0.229.